This data is from Full USPTO retrosynthesis dataset with 1.9M reactions from patents (1976-2016). The task is: Predict the reactants needed to synthesize the given product. Given the product [O:23]1[CH:24]=[CH:25][CH:26]=[C:22]1[C:20]1[N:21]=[C:17]([NH:16][C:14]([CH:11]2[CH2:12][CH2:13][NH:8][CH2:9][CH2:10]2)=[O:15])[S:18][C:19]=1[C:27]1[CH:28]=[CH:29][N:30]=[CH:31][CH:32]=1, predict the reactants needed to synthesize it. The reactants are: C(OC([N:8]1[CH2:13][CH2:12][CH:11]([C:14]([NH:16][C:17]2[S:18][C:19]([C:27]3[CH:32]=[CH:31][N:30]=[CH:29][CH:28]=3)=[C:20]([C:22]3[O:23][CH:24]=[CH:25][CH:26]=3)[N:21]=2)=[O:15])[CH2:10][CH2:9]1)=O)(C)(C)C.FC(F)(F)C(O)=O.